This data is from Catalyst prediction with 721,799 reactions and 888 catalyst types from USPTO. The task is: Predict which catalyst facilitates the given reaction. (1) Product: [F:1][C:2]([F:46])([F:47])[C:3]1[CH:4]=[C:5]([CH:13]([NH2:38])[CH2:14][NH:15][CH2:16][C:17]2[CH:22]=[C:21]([C:23]([F:24])([F:25])[F:26])[CH:20]=[CH:19][C:18]=2[C:27]2[CH:32]=[C:31]([CH:33]([CH3:35])[CH3:34])[CH:30]=[CH:29][C:28]=2[O:36][CH3:37])[CH:6]=[C:7]([C:9]([F:10])([F:12])[F:11])[CH:8]=1. Reactant: [F:1][C:2]([F:47])([F:46])[C:3]1[CH:4]=[C:5]([CH:13]([NH:38]C(=O)OC(C)(C)C)[CH2:14][NH:15][CH2:16][C:17]2[CH:22]=[C:21]([C:23]([F:26])([F:25])[F:24])[CH:20]=[CH:19][C:18]=2[C:27]2[CH:32]=[C:31]([CH:33]([CH3:35])[CH3:34])[CH:30]=[CH:29][C:28]=2[O:36][CH3:37])[CH:6]=[C:7]([C:9]([F:12])([F:11])[F:10])[CH:8]=1.C(O)(C(F)(F)F)=O.[OH-].[Na+]. The catalyst class is: 2. (2) Reactant: CO[C:3]([C:5]1[N:6]([CH2:31][CH:32]=O)[CH:7]=[C:8]([C:20](=[O:30])[NH:21][CH2:22][C:23]2[CH:28]=[CH:27][C:26]([F:29])=[CH:25][CH:24]=2)[C:9](=[O:19])[C:10]=1[O:11][CH2:12][C:13]1[CH:18]=[CH:17][CH:16]=[CH:15][CH:14]=1)=[O:4].CO[CH2:36][CH2:37][NH2:38].[C:39](O)(=O)C. Product: [F:29][C:26]1[CH:27]=[CH:28][C:23]([CH2:22][NH:21][C:20]([C:8]2[C:9](=[O:19])[C:10]([O:11][CH2:12][C:13]3[CH:14]=[CH:15][CH:16]=[CH:17][CH:18]=3)=[C:5]3[C:3](=[O:4])[N:38]([CH2:37][CH2:36][CH3:39])[CH:32]=[CH:31][N:6]3[CH:7]=2)=[O:30])=[CH:24][CH:25]=1. The catalyst class is: 2. (3) The catalyst class is: 1. Reactant: [C:1]([O:5][C:6]([N:8]1[CH2:13][CH:12]=[C:11]([C:14]2[CH:19]=[CH:18][CH:17]=[CH:16][C:15]=2[F:20])[CH2:10][CH2:9]1)=[O:7])([CH3:4])([CH3:3])[CH3:2].[OH-:21].[Na+].OO.O. Product: [C:1]([O:5][C:6]([N:8]1[CH2:9][CH2:10][CH:11]([C:14]2[CH:19]=[CH:18][CH:17]=[CH:16][C:15]=2[F:20])[CH:12]([OH:21])[CH2:13]1)=[O:7])([CH3:4])([CH3:2])[CH3:3]. (4) Reactant: C([O:3][C:4]([C:6]1[CH:7]=[C:8]2[C:13](=[CH:14][CH:15]=1)[NH:12][CH:11]([C:16]1[CH:21]=[CH:20][C:19]([F:22])=[C:18]([Cl:23])[CH:17]=1)[CH2:10][C:9]2([CH3:30])[C:24]1[CH:29]=[CH:28][CH:27]=[CH:26][CH:25]=1)=[O:5])C.[OH-].[Na+].Cl. Product: [Cl:23][C:18]1[CH:17]=[C:16]([CH:11]2[CH2:10][C:9]([CH3:30])([C:24]3[CH:29]=[CH:28][CH:27]=[CH:26][CH:25]=3)[C:8]3[C:13](=[CH:14][CH:15]=[C:6]([C:4]([OH:5])=[O:3])[CH:7]=3)[NH:12]2)[CH:21]=[CH:20][C:19]=1[F:22]. The catalyst class is: 364. (5) Reactant: [Br:1][C:2]1[CH:7]=[CH:6][C:5]([N+:8]([O-:10])=[O:9])=[C:4](F)[CH:3]=1.[NH2:12][CH2:13][CH:14]([CH3:19])[C:15]([O:17][CH3:18])=[O:16].C(=O)([O-])[O-].[K+].[K+]. Product: [Br:1][C:2]1[CH:7]=[CH:6][C:5]([N+:8]([O-:10])=[O:9])=[C:4]([NH:12][CH2:13][CH:14]([CH3:19])[C:15]([O:17][CH3:18])=[O:16])[CH:3]=1. The catalyst class is: 30. (6) Reactant: [CH3:1][CH2:2][O:3][C:4]1[CH:5]=[CH:6][C:7]([NH2:10])=[CH:8][CH:9]=1.Cl[C:12]1[N:17]2[N:18]=[CH:19][CH:20]=[C:16]2[N:15]=[C:14]([S:21][CH3:22])[N:13]=1.O. Product: [CH2:2]([O:3][C:4]1[CH:9]=[CH:8][C:7]([NH:10][C:12]2[N:17]3[N:18]=[CH:19][CH:20]=[C:16]3[N:15]=[C:14]([S:21][CH3:22])[N:13]=2)=[CH:6][CH:5]=1)[CH3:1]. The catalyst class is: 12. (7) Reactant: [Cl:1][C:2]1[CH:7]=[CH:6][C:5]([C:8]2[CH:13]=[N:12][N:11]3[C:14](=[O:17])[NH:15][N:16]=[C:10]3[C:9]=2[C:18]2[CH:23]=[CH:22][N:21]=[CH:20][CH:19]=2)=[CH:4][CH:3]=1.C([O-])([O-])=O.[K+].[K+].Cl.Cl[CH2:32][C:33]1[CH:38]=[CH:37][C:36]([C:39]([F:42])([F:41])[F:40])=[CH:35][N:34]=1. Product: [Cl:1][C:2]1[CH:7]=[CH:6][C:5]([C:8]2[CH:13]=[N:12][N:11]3[C:14](=[O:17])[N:15]([CH2:32][C:33]4[CH:38]=[CH:37][C:36]([C:39]([F:41])([F:40])[F:42])=[CH:35][N:34]=4)[N:16]=[C:10]3[C:9]=2[C:18]2[CH:23]=[CH:22][N:21]=[CH:20][CH:19]=2)=[CH:4][CH:3]=1. The catalyst class is: 3. (8) Reactant: [CH:1]1([S:5]([C:8]2[CH:17]=[CH:16][CH:15]=[CH:14][C:9]=2[C:10]([O:12]C)=[O:11])(=[O:7])=[O:6])[CH2:4][CH2:3][CH2:2]1.[Li+].[OH-]. Product: [CH:1]1([S:5]([C:8]2[CH:17]=[CH:16][CH:15]=[CH:14][C:9]=2[C:10]([OH:12])=[O:11])(=[O:6])=[O:7])[CH2:4][CH2:3][CH2:2]1. The catalyst class is: 1. (9) Reactant: [H-].[Na+].ClC1C2N=C(CC(F)(F)F)[N:9](Cl)C=2C=CC=1.[Cl:19][C:20]1[CH:21]=[C:22]2[C:26](=[CH:27][C:28]=1[Cl:29])[NH:25][C:24]([CH2:30][C:31]([F:34])([F:33])[F:32])=C2.[Br:35][C:36]1[CH:43]=[CH:42][C:39]([CH2:40]Br)=[CH:38][CH:37]=1.[I-].[K+].[NH4+].[Cl-]. Product: [Br:35][C:36]1[CH:43]=[CH:42][C:39]([CH2:40][N:9]2[C:22]3[CH:21]=[C:20]([Cl:19])[C:28]([Cl:29])=[CH:27][C:26]=3[N:25]=[C:24]2[CH2:30][C:31]([F:32])([F:33])[F:34])=[CH:38][CH:37]=1. The catalyst class is: 3. (10) Reactant: [Br:1][C:2]1[CH:7]=[CH:6][C:5]([OH:8])=[CH:4][CH:3]=1.I[CH2:10][CH2:11][CH2:12][O:13][CH2:14][C:15]1[CH:20]=[CH:19][CH:18]=[CH:17][C:16]=1[O:21][CH3:22].C(=O)([O-])[O-].[K+].[K+]. Product: [Br:1][C:2]1[CH:7]=[CH:6][C:5]([O:8][CH2:10][CH2:11][CH2:12][O:13][CH2:14][C:15]2[CH:20]=[CH:19][CH:18]=[CH:17][C:16]=2[O:21][CH3:22])=[CH:4][CH:3]=1. The catalyst class is: 10.